Predict the reaction yield, written as a fraction of the theoretical maximum amount of product (1.0 means a 100% yield; for example, 0.34 means a 34% yield). From a dataset of Reaction yield outcomes from USPTO patents with 853,638 reactions. (1) The reactants are Br[C:2]1[CH:23]=[CH:22][C:5]([C:6]([NH:8][S:9]([C:12]2[CH:17]=[CH:16][CH:15]=[CH:14][C:13]=2[S:18](=[O:21])(=[O:20])[NH2:19])(=[O:11])=[O:10])=[O:7])=[CH:4][C:3]=1[O:24][CH2:25][CH2:26][O:27][CH2:28][CH2:29][O:30][CH3:31].[CH3:32][C:33]([CH3:46])([CH3:45])[C:34]#[C:35]B(OC(C)C)OC(C)C. The yield is 0.280. No catalyst specified. The product is [CH3:32][C:33]([CH3:46])([CH3:45])[C:34]#[C:35][C:2]1[CH:23]=[CH:22][C:5]([C:6]([NH:8][S:9]([C:12]2[CH:17]=[CH:16][CH:15]=[CH:14][C:13]=2[S:18](=[O:21])(=[O:20])[NH2:19])(=[O:11])=[O:10])=[O:7])=[CH:4][C:3]=1[O:24][CH2:25][CH2:26][O:27][CH2:28][CH2:29][O:30][CH3:31]. (2) The reactants are [CH3:1][S:2][C:3]1[CH:4]=[C:5]([N:9]2[CH:14]=[CH:13][C:12](=[O:15])[C:11]([C:16]3[N:20]([C:21]4[CH:26]=[CH:25][CH:24]=[CH:23][CH:22]=4)[N:19]=[CH:18][CH:17]=3)=[N:10]2)[CH:6]=[CH:7][CH:8]=1.CSC1C=C(N2C=CC(=[O:41])C(C3C=CN(C4C=CC=CC=4)N=3)=N2)C=CC=1.C(=O)(O)[O-].[Na+].ClC1C=C(C=CC=1)C(OO)=O. The catalyst is C(Cl)Cl. The product is [CH3:1][S:2]([C:3]1[CH:4]=[C:5]([N:9]2[CH:14]=[CH:13][C:12](=[O:15])[C:11]([C:16]3[N:20]([C:21]4[CH:26]=[CH:25][CH:24]=[CH:23][CH:22]=4)[N:19]=[CH:18][CH:17]=3)=[N:10]2)[CH:6]=[CH:7][CH:8]=1)=[O:41]. The yield is 0.450. (3) The product is [NH2:1][C:2]1[C:3]2[N:4]([C:8]([C@@H:12]3[CH2:16][CH2:15][CH2:14][NH:13]3)=[N:9][C:10]=2[C:39]2[CH:40]=[CH:41][C:36]([C:35]([NH:34][C:30]3[CH:29]=[C:28]([CH3:27])[CH:33]=[CH:32][N:31]=3)=[O:51])=[CH:37][CH:38]=2)[CH:5]=[CH:6][N:7]=1. The yield is 0.820. The reactants are [NH2:1][C:2]1[C:3]2[N:4]([C:8]([C@@H:12]3[CH2:16][CH2:15][CH2:14][N:13]3C(OCC3C=CC=CC=3)=O)=[N:9][C:10]=2Br)[CH:5]=[CH:6][N:7]=1.[CH3:27][C:28]1[CH:33]=[CH:32][N:31]=[C:30]([NH:34][C:35](=[O:51])[C:36]2[CH:41]=[CH:40][C:39](B3OC(C)(C)C(C)(C)O3)=[CH:38][CH:37]=2)[CH:29]=1. No catalyst specified. (4) The reactants are [C:1]([O:5][C:6]([N:8]1[CH2:11][CH:10]([O:12][C:13]2[CH:18]=[C:17](Br)[CH:16]=[CH:15][C:14]=2[CH:20]=[O:21])[CH2:9]1)=[O:7])([CH3:4])([CH3:3])[CH3:2].[F:22][C:23]([F:34])([F:33])[C:24]1[CH:29]=[CH:28][CH:27]=[CH:26][C:25]=1B(O)O.[O-]P([O-])([O-])=O.[K+].[K+].[K+].C1(C)C=CC=CC=1. The catalyst is CCOC(C)=O.CC(P(C(C)(C)C)[C-]1C=CC=C1)(C)C.C1C=CC([C-]2C(C3C=CC=CC=3)=C(C3C=CC=CC=3)C(C3C=CC=CC=3)=C2C2C=CC=CC=2)=CC=1.[Fe+2]. The product is [C:1]([O:5][C:6]([N:8]1[CH2:11][CH:10]([O:12][C:13]2[CH:18]=[C:17]([C:25]3[CH:26]=[CH:27][CH:28]=[CH:29][C:24]=3[C:23]([F:34])([F:33])[F:22])[CH:16]=[CH:15][C:14]=2[CH:20]=[O:21])[CH2:9]1)=[O:7])([CH3:4])([CH3:3])[CH3:2]. The yield is 0.990. (5) The reactants are C(N(CC)CC)C.[OH:8][CH:9]1[CH2:14][CH2:13][S:12](=[O:16])(=[O:15])[CH2:11][CH2:10]1.[CH3:17][S:18](Cl)(=[O:20])=[O:19]. The catalyst is ClCCl.C(OCC)(=O)C. The product is [CH3:17][S:18]([O:8][CH:9]1[CH2:14][CH2:13][S:12](=[O:16])(=[O:15])[CH2:11][CH2:10]1)(=[O:20])=[O:19]. The yield is 0.950. (6) The reactants are [S:1]1[C:5]2[CH:6]=[CH:7][CH:8]=[CH:9][C:4]=2[N:3]=[C:2]1[S:10][CH2:11][C:12]([OH:14])=O.[O:15]1[CH2:20][CH2:19][NH:18][C:17]2[CH:21]=[CH:22][CH:23]=[CH:24][C:16]1=2. No catalyst specified. The product is [S:1]1[C:5]2[CH:6]=[CH:7][CH:8]=[CH:9][C:4]=2[N:3]=[C:2]1[S:10][CH2:11][C:12]([N:18]1[C:17]2[CH:21]=[CH:22][CH:23]=[CH:24][C:16]=2[O:15][CH2:20][CH2:19]1)=[O:14]. The yield is 0.780. (7) The reactants are [Cl:1][C:2]1[CH:7]=[CH:6][C:5]([Cl:8])=[CH:4][C:3]=1[SH:9].[CH2:10](Cl)[C:11]#[CH:12].C(=O)([O-])[O-].[K+].[K+]. The catalyst is CC(C)=O. The product is [Cl:1][C:2]1[CH:7]=[CH:6][C:5]([Cl:8])=[CH:4][C:3]=1[S:9][CH2:12][C:11]#[CH:10]. The yield is 0.720.